Dataset: Catalyst prediction with 721,799 reactions and 888 catalyst types from USPTO. Task: Predict which catalyst facilitates the given reaction. (1) Reactant: [F:1][C:2]([F:20])([F:19])[CH:3]([C:5]1[CH:10]=[C:9]([O:11][CH3:12])[CH:8]=[CH:7][C:6]=1[N:13]1[CH:17]=[C:16]([CH3:18])[CH:15]=[N:14]1)[OH:4].[NH2:21][C:22]1[N:27]=[C:26]([C:28]2[CH:33]=[CH:32][C:31]([CH2:34][C@H:35]([NH:39]C(OC(C)(C)C)=O)[C:36]([OH:38])=[O:37])=[CH:30][CH:29]=2)[CH:25]=[C:24](Cl)[N:23]=1.O1CCOCC1.C([O-])([O-])=O.[Cs+].[Cs+]. Product: [NH2:39][C@@H:35]([CH2:34][C:31]1[CH:32]=[CH:33][C:28]([C:26]2[CH:25]=[C:24]([O:4][CH:3]([C:5]3[CH:10]=[C:9]([O:11][CH3:12])[CH:8]=[CH:7][C:6]=3[N:13]3[CH:17]=[C:16]([CH3:18])[CH:15]=[N:14]3)[C:2]([F:19])([F:1])[F:20])[N:23]=[C:22]([NH2:21])[N:27]=2)=[CH:29][CH:30]=1)[C:36]([OH:38])=[O:37]. The catalyst class is: 137. (2) Reactant: [F:1][C:2]1[CH:3]=[CH:4][C:5]([C:23]([F:26])([F:25])[F:24])=[C:6]([C@H:8]2[CH2:12][CH2:11][CH2:10][N:9]2[C:13]2[CH:18]=[CH:17][N:16]3[N:19]=[CH:20][C:21]([NH2:22])=[C:15]3[N:14]=2)[CH:7]=1.C1N=CN([C:32]([N:34]2[CH:38]=N[CH:36]=[CH:35]2)=[O:33])C=1.N1CC[C@H:41]([OH:44])C1. Product: [F:1][C:2]1[CH:3]=[CH:4][C:5]([C:23]([F:26])([F:24])[F:25])=[C:6]([C@H:8]2[CH2:12][CH2:11][CH2:10][N:9]2[C:13]2[CH:18]=[CH:17][N:16]3[N:19]=[CH:20][C:21]([NH:22][C:32]([N:34]4[CH2:35][CH2:36][C@H:41]([OH:44])[CH2:38]4)=[O:33])=[C:15]3[N:14]=2)[CH:7]=1. The catalyst class is: 2. (3) Reactant: [CH2:1]([N:5]([S:32]([C:35]1[CH:40]=[CH:39][C:38]([CH3:41])=[CH:37][CH:36]=1)(=[O:34])=[O:33])[C@H:6]([C:29]([OH:31])=[O:30])[CH2:7][CH2:8][CH2:9][CH2:10][NH:11]C(OCC1C2C=CC=CC=2C2C1=CC=CC=2)=O)[CH:2]([CH3:4])[CH3:3].C1C2C(COC([NH:59][C@H:60]([C:70]([OH:72])=O)[CH2:61][O:62][CH2:63][C:64]3[CH:69]=[CH:68][CH:67]=[CH:66][CH:65]=3)=O)C3C(=CC=CC=3)C=2C=CC=1.C1CCC(N=C=N[CH:82]2[CH2:87][CH2:86][CH2:85][CH2:84][CH2:83]2)CC1.C1C=CC2N(O)N=NC=2C=1.CC1C=CC([S:105](Cl)(=[O:107])=[O:106])=CC=1.[C:109](O)(C(F)(F)F)=O. Product: [CH3:109][C:82]1[CH:83]=[CH:84][C:85]([S:105]([NH:59][C@H:60]([C:70]([NH:11][CH2:10][CH2:9][CH2:8][CH2:7][C@H:6]([N:5]([S:32]([C:35]2[CH:36]=[CH:37][C:38]([CH3:41])=[CH:39][CH:40]=2)(=[O:33])=[O:34])[CH2:1][CH:2]([CH3:4])[CH3:3])[C:29]([OH:31])=[O:30])=[O:72])[CH2:61][O:62][CH2:63][C:64]2[CH:65]=[CH:66][CH:67]=[CH:68][CH:69]=2)(=[O:107])=[O:106])=[CH:86][CH:87]=1. The catalyst class is: 2. (4) Reactant: [Cl:1][C:2]1[CH:3]=[C:4]([C:12]2[O:16][N:15]=[C:14]([C:17]([NH:19][C:20]3[CH:25]=[CH:24][C:23]([O:26][CH2:27][CH:28]4[CH2:30][O:29]4)=[CH:22][CH:21]=3)=[O:18])[CH:13]=2)[CH:5]=[CH:6][C:7]=1[O:8][CH:9]([CH3:11])[CH3:10].[NH3:31]. Product: [NH2:31][CH2:30][CH:28]([OH:29])[CH2:27][O:26][C:23]1[CH:22]=[CH:21][C:20]([NH:19][C:17]([C:14]2[CH:13]=[C:12]([C:4]3[CH:5]=[CH:6][C:7]([O:8][CH:9]([CH3:10])[CH3:11])=[C:2]([Cl:1])[CH:3]=3)[O:16][N:15]=2)=[O:18])=[CH:25][CH:24]=1. The catalyst class is: 7. (5) Reactant: [CH2:1]([O:3][C:4]([C:6]1[C:7]([CH3:32])=[C:8]2[C:13](=[CH:14][C:15]=1[CH3:16])[N:12]=[C:11]([CH2:17][CH2:18][C:19]([O:21]CC)=O)[N:10]([C:24]1[CH:29]=[CH:28][CH:27]=[CH:26][C:25]=1[Cl:30])[C:9]2=[O:31])=[O:5])[CH3:2].C(OC(=O)C1C(C)=C[C:43]([NH:47]C(=O)CCC(OCC)=O)=[C:39](C(O)=O)C=1C)C.ClC1C=CC=CC=1N.P(Cl)(Cl)Cl.C(=O)([O-])O.[Na+]. Product: [CH2:1]([O:3][C:4]([C:6]1[C:7]([CH3:32])=[C:8]2[C:13](=[CH:14][C:15]=1[CH3:16])[N:12]=[C:11]([CH2:17][CH2:18][C:19](=[O:21])[NH:47][CH2:43][CH3:39])[N:10]([C:24]1[CH:29]=[CH:28][CH:27]=[CH:26][C:25]=1[Cl:30])[C:9]2=[O:31])=[O:5])[CH3:2]. The catalyst class is: 11. (6) Reactant: [Br:1][C:2]1[C:10]2[C:5](=[N:6][CH:7]=[N:8][C:9]=2[NH2:11])[N:4]([C:12]([CH3:15])([CH3:14])[CH3:13])[N:3]=1.Cl[C:17]1[N:22]=[CH:21][CH:20]=[CH:19][N:18]=1.C(=O)([O-])[O-].[K+].[K+].O. Product: [Br:1][C:2]1[C:10]2[C:5](=[N:6][CH:7]=[N:8][C:9]=2[NH:11][C:17]2[N:22]=[CH:21][CH:20]=[CH:19][N:18]=2)[N:4]([C:12]([CH3:15])([CH3:14])[CH3:13])[N:3]=1. The catalyst class is: 16. (7) Reactant: [F:1][C:2]([F:7])([F:6])[C:3]([OH:5])=[O:4].[Cl:8][CH2:9][CH2:10][CH2:11]/[C:12](=[CH:20]\[C:21]1[CH:26]=[CH:25][C:24]([N:27]2[CH:31]=[N:30][C:29]([CH3:32])=[N:28]2)=[C:23]([O:33][CH3:34])[CH:22]=1)/[C:13]([O:15]C(C)(C)C)=[O:14]. Product: [F:1][C:2]([F:7])([F:6])[C:3]([OH:5])=[O:4].[Cl:8][CH2:9][CH2:10][CH2:11]/[C:12](=[CH:20]\[C:21]1[CH:26]=[CH:25][C:24]([N:27]2[CH:31]=[N:30][C:29]([CH3:32])=[N:28]2)=[C:23]([O:33][CH3:34])[CH:22]=1)/[C:13]([OH:15])=[O:14]. The catalyst class is: 2.